Task: Predict the reactants needed to synthesize the given product.. Dataset: Full USPTO retrosynthesis dataset with 1.9M reactions from patents (1976-2016) (1) Given the product [F:14][C:15]1[CH:16]=[CH:17][C:18]([N:21]2[C:29]3[C:24](=[CH:25][C:26]4[C:33](=[CH:5][C:3]#[N:4])[CH2:32][CH2:31][CH2:30][C:27]=4[CH:28]=3)[CH:23]=[N:22]2)=[CH:19][CH:20]=1, predict the reactants needed to synthesize it. The reactants are: [H-].[Na+].[C:3]([CH2:5]P(=O)(OCC)OCC)#[N:4].[F:14][C:15]1[CH:20]=[CH:19][C:18]([N:21]2[C:29]3[C:24](=[CH:25][C:26]4[C:33](=O)[CH2:32][CH2:31][CH2:30][C:27]=4[CH:28]=3)[CH:23]=[N:22]2)=[CH:17][CH:16]=1. (2) Given the product [CH3:26][O:25][C:22]1[CH:21]=[CH:20][C:19]([CH2:18][N:17]2[C:34](=[O:36])[C@@H:12]([NH:11][C:9](=[O:10])[O:8][CH2:1][C:2]3[CH:3]=[CH:4][CH:5]=[CH:6][CH:7]=3)[CH2:13][O:14][CH2:15][CH2:16]2)=[CH:24][CH:23]=1, predict the reactants needed to synthesize it. The reactants are: [CH2:1]([O:8][C:9]([NH:11][C@H:12]([C:34]([OH:36])=O)[CH2:13][O:14][CH2:15][CH2:16][N:17](C(OC(C)(C)C)=O)[CH2:18][C:19]1[CH:24]=[CH:23][C:22]([O:25][CH3:26])=[CH:21][CH:20]=1)=[O:10])[C:2]1[CH:7]=[CH:6][CH:5]=[CH:4][CH:3]=1.CN(C)CCCN=C=NCC.ON1C2C=CC=CC=2N=N1.C(N(CC)CC)C. (3) Given the product [Cl:1][C:2]1[CH:7]=[CH:6][C:5]([C:8]2[C:12]3[CH2:13][N:14]([S:17]([CH3:20])(=[O:18])=[O:19])[CH2:15][CH2:16][C:11]=3[N:10]([CH2:21][CH2:22][CH2:23][N:24]3[CH2:29][CH2:28][O:27][CH2:26][CH2:25]3)[N:9]=2)=[CH:4][C:3]=1[C:30]#[C:31][C:32]1[CH:41]=[C:40]2[C:35]([CH2:36][C@H:37]([CH2:42][OH:43])[NH:38][CH2:39]2)=[CH:34][CH:33]=1, predict the reactants needed to synthesize it. The reactants are: [Cl:1][C:2]1[CH:7]=[CH:6][C:5]([C:8]2[C:12]3[CH2:13][N:14]([S:17]([CH3:20])(=[O:19])=[O:18])[CH2:15][CH2:16][C:11]=3[N:10]([CH2:21][CH2:22][CH2:23][N:24]3[CH2:29][CH2:28][O:27][CH2:26][CH2:25]3)[N:9]=2)=[CH:4][C:3]=1[C:30]#[C:31][C:32]1[CH:41]=[C:40]2[C:35]([CH2:36][C@H:37]([C:42](OC)=[O:43])[NH:38][CH2:39]2)=[CH:34][CH:33]=1.CC(C[AlH]CC(C)C)C. (4) The reactants are: [OH:1][C:2]1[CH:7]=[CH:6][C:5]([C:8]([C:11]2[CH:22]=[CH:21][C:14]([O:15][CH2:16][C@H:17]([OH:20])[CH2:18][OH:19])=[CH:13][CH:12]=2)([CH3:10])[CH3:9])=[CH:4][CH:3]=1.C(=O)([O-])[O-].[Cs+].[Cs+].CC1C=CC(S(O[CH2:40][C@@H:41]2[O:43][CH2:42]2)(=O)=O)=CC=1. Given the product [O:43]1[CH2:42][C@@H:41]1[CH2:40][O:1][C:2]1[CH:3]=[CH:4][C:5]([C:8]([C:11]2[CH:12]=[CH:13][C:14]([O:15][CH2:16][C@H:17]([OH:20])[CH2:18][OH:19])=[CH:21][CH:22]=2)([CH3:9])[CH3:10])=[CH:6][CH:7]=1, predict the reactants needed to synthesize it. (5) Given the product [Cl:24][C:25]1[CH:30]=[CH:29][C:28]([C:31]2[CH:36]=[CH:35][N:34]3[C:37](=[O:51])[N:38]([CH2:40][C:41]4[CH:46]=[CH:45][C:44]([S:47]([CH2:50][CH3:2])(=[O:48])=[O:49])=[CH:43][CH:42]=4)[N:39]=[C:33]3[C:32]=2[C:52]2[CH:53]=[CH:54][N:55]=[CH:56][CH:57]=2)=[CH:27][CH:26]=1, predict the reactants needed to synthesize it. The reactants are: Cl[C:2]1C=CC(C2C=CN3C(=O)NN=C3C=2C2C=CN=CC=2)=CC=1.[Cl:24][C:25]1[CH:30]=[CH:29][C:28]([C:31]2[CH:36]=[CH:35][N:34]3[C:37](=[O:51])[N:38]([CH2:40][C:41]4[CH:46]=[CH:45][C:44]([S:47]([CH3:50])(=[O:49])=[O:48])=[CH:43][CH:42]=4)[N:39]=[C:33]3[C:32]=2[C:52]2[CH:57]=[CH:56][N:55]=[CH:54][CH:53]=2)=[CH:27][CH:26]=1. (6) Given the product [CH3:30][O:31][C:32]1[CH:33]=[C:34]2[C:39](=[CH:40][C:41]=1[O:42][CH3:43])[N:38]=[CH:37][CH:36]=[C:35]2[O:44][C:45]1[CH:50]=[CH:49][C:48]([NH:51][C:9]([C:7]2[C:6](=[O:12])[N:5]([C:13]3[CH:18]=[CH:17][C:16]([F:19])=[CH:15][CH:14]=3)[C:4](=[O:20])[N:3]([CH2:1][CH3:2])[CH:8]=2)=[O:11])=[CH:47][C:46]=1[F:52], predict the reactants needed to synthesize it. The reactants are: [CH2:1]([N:3]1[CH:8]=[C:7]([C:9]([OH:11])=O)[C:6](=[O:12])[N:5]([C:13]2[CH:18]=[CH:17][C:16]([F:19])=[CH:15][CH:14]=2)[C:4]1=[O:20])[CH3:2].C(N(CC)C(C)C)(C)C.[CH3:30][O:31][C:32]1[CH:33]=[C:34]2[C:39](=[CH:40][C:41]=1[O:42][CH3:43])[N:38]=[CH:37][CH:36]=[C:35]2[O:44][C:45]1[CH:50]=[CH:49][C:48]([NH2:51])=[CH:47][C:46]=1[F:52]. (7) Given the product [CH2:1]([O:3][CH:4]([O:17][CH2:18][CH3:19])[C:5]1[N:10]=[C:9]([CH3:11])[C:8]([C:12]([OH:14])=[O:13])=[CH:7][N:6]=1)[CH3:2], predict the reactants needed to synthesize it. The reactants are: [CH2:1]([O:3][CH:4]([O:17][CH2:18][CH3:19])[C:5]1[N:10]=[C:9]([CH3:11])[C:8]([C:12]([O:14]CC)=[O:13])=[CH:7][N:6]=1)[CH3:2].[OH-].[Na+]. (8) Given the product [CH3:1][N:2]([S:23]([C:26]1[CH:27]=[N:28][CH:29]=[CH:30][CH:31]=1)(=[O:24])=[O:25])[C:3]1[CH:4]=[CH:5][CH:6]=[C:7]2[C:11]=1[NH:10][C:9]([C:12]1[S:13][CH:14]([CH2:17][C:18]([NH2:49])=[O:19])[CH2:15][N:16]=1)=[CH:8]2, predict the reactants needed to synthesize it. The reactants are: [CH3:1][N:2]([S:23]([C:26]1[CH:27]=[N:28][CH:29]=[CH:30][CH:31]=1)(=[O:25])=[O:24])[C:3]1[CH:4]=[CH:5][CH:6]=[C:7]2[C:11]=1[NH:10][C:9]([C:12]1[S:13][CH:14]([CH2:17][C:18](OCC)=[O:19])[CH2:15][N:16]=1)=[CH:8]2.[OH-].[Na+].C(O)(=O)CC(CC(O)=O)(C(O)=O)O.Cl.C[N:49](C)CCCN=C=NCC. (9) Given the product [CH3:58][O:59][C:60](=[O:64])[CH2:61][CH2:62][NH:63][C:30](=[O:31])[C:29]1[CH:33]=[CH:34][C:26]([CH2:25][N:12]([C:13]2[CH:14]=[CH:15][C:16]([CH:19]3[CH2:20][CH2:21][CH2:22][CH2:23][CH2:24]3)=[CH:17][CH:18]=2)[C:11]([NH:10][C@H:8]([C:5]2[CH:6]=[CH:7][C:2]([Cl:1])=[CH:3][CH:4]=2)[CH3:9])=[O:35])=[CH:27][CH:28]=1, predict the reactants needed to synthesize it. The reactants are: [Cl:1][C:2]1[CH:7]=[CH:6][C:5]([C@@H:8]([NH:10][C:11](=[O:35])[N:12]([CH2:25][C:26]2[CH:34]=[CH:33][C:29]([C:30](O)=[O:31])=[CH:28][CH:27]=2)[C:13]2[CH:18]=[CH:17][C:16]([CH:19]3[CH2:24][CH2:23][CH2:22][CH2:21][CH2:20]3)=[CH:15][CH:14]=2)[CH3:9])=[CH:4][CH:3]=1.C1C=CC2N(O)N=NC=2C=1.CCN=C=NCCCN(C)C.Cl.[CH3:58][O:59][C:60](=[O:64])[CH2:61][CH2:62][NH2:63].C(N(CC)C(C)C)(C)C. (10) Given the product [CH2:1]([O:8][C:9](=[O:35])[NH:10][CH:11]1[C:20]2[C:15](=[CH:16][CH:17]=[C:18]([C:21]([F:24])([F:22])[F:23])[CH:19]=2)[N:14]([C:44](=[O:45])[C:43]([F:54])([F:53])[F:42])[CH:13]([CH2:25][CH2:26][O:27][CH2:28][C:29]2[CH:34]=[CH:33][CH:32]=[CH:31][CH:30]=2)[CH2:12]1)[C:2]1[CH:3]=[CH:4][CH:5]=[CH:6][CH:7]=1, predict the reactants needed to synthesize it. The reactants are: [CH2:1]([O:8][C:9](=[O:35])[NH:10][CH:11]1[C:20]2[C:15](=[CH:16][CH:17]=[C:18]([C:21]([F:24])([F:23])[F:22])[CH:19]=2)[NH:14][CH:13]([CH2:25][CH2:26][O:27][CH2:28][C:29]2[CH:34]=[CH:33][CH:32]=[CH:31][CH:30]=2)[CH2:12]1)[C:2]1[CH:7]=[CH:6][CH:5]=[CH:4][CH:3]=1.N1C=CC=CC=1.[F:42][C:43]([F:54])([F:53])[C:44](O[C:44](=[O:45])[C:43]([F:54])([F:53])[F:42])=[O:45].